The task is: Regression. Given two drug SMILES strings and cell line genomic features, predict the synergy score measuring deviation from expected non-interaction effect.. This data is from NCI-60 drug combinations with 297,098 pairs across 59 cell lines. (1) Drug 1: C1=CC(=CC=C1CCC2=CNC3=C2C(=O)NC(=N3)N)C(=O)NC(CCC(=O)O)C(=O)O. Drug 2: C1=CC=C(C(=C1)C(C2=CC=C(C=C2)Cl)C(Cl)Cl)Cl. Cell line: HCT116. Synergy scores: CSS=51.2, Synergy_ZIP=6.61, Synergy_Bliss=4.55, Synergy_Loewe=1.44, Synergy_HSA=5.40. (2) Drug 1: C1CC(=O)NC(=O)C1N2C(=O)C3=CC=CC=C3C2=O. Drug 2: N.N.Cl[Pt+2]Cl. Cell line: OVCAR-8. Synergy scores: CSS=19.3, Synergy_ZIP=-4.75, Synergy_Bliss=3.37, Synergy_Loewe=-4.66, Synergy_HSA=2.06. (3) Cell line: NCI-H522. Drug 2: CN(CCCl)CCCl.Cl. Synergy scores: CSS=30.5, Synergy_ZIP=-8.02, Synergy_Bliss=-8.37, Synergy_Loewe=-0.363, Synergy_HSA=0.852. Drug 1: CC1=C(N=C(N=C1N)C(CC(=O)N)NCC(C(=O)N)N)C(=O)NC(C(C2=CN=CN2)OC3C(C(C(C(O3)CO)O)O)OC4C(C(C(C(O4)CO)O)OC(=O)N)O)C(=O)NC(C)C(C(C)C(=O)NC(C(C)O)C(=O)NCCC5=NC(=CS5)C6=NC(=CS6)C(=O)NCCC[S+](C)C)O.